Dataset: Full USPTO retrosynthesis dataset with 1.9M reactions from patents (1976-2016). Task: Predict the reactants needed to synthesize the given product. Given the product [CH2:9]([O:11][C:12](=[O:17])[C:13]([C:5]1[CH:6]=[CH:7][C:2]([Br:1])=[CH:3][CH:4]=1)([F:15])[F:14])[CH3:10], predict the reactants needed to synthesize it. The reactants are: [Br:1][C:2]1[CH:7]=[CH:6][C:5](I)=[CH:4][CH:3]=1.[CH2:9]([O:11][C:12](=[O:17])[C:13](Br)([F:15])[F:14])[CH3:10].